From a dataset of CYP2D6 inhibition data for predicting drug metabolism from PubChem BioAssay. Regression/Classification. Given a drug SMILES string, predict its absorption, distribution, metabolism, or excretion properties. Task type varies by dataset: regression for continuous measurements (e.g., permeability, clearance, half-life) or binary classification for categorical outcomes (e.g., BBB penetration, CYP inhibition). Dataset: cyp2d6_veith. (1) The compound is Cc1ccccc1-c1ccc2ncnc(NC3CC3)c2c1. The result is 1 (inhibitor). (2) The drug is COC(=O)c1ccc(NC(=O)C2CCCCC2C(=O)O)cc1. The result is 0 (non-inhibitor).